From a dataset of Catalyst prediction with 721,799 reactions and 888 catalyst types from USPTO. Predict which catalyst facilitates the given reaction. (1) Reactant: [F:1][C:2]([F:21])([F:20])[O:3][C:4]1[CH:9]=[CH:8][C:7]([C:10]2[CH:19]=[CH:18][C:13]([C:14]([O:16]C)=[O:15])=[CH:12][N:11]=2)=[CH:6][CH:5]=1.[OH-].[K+]. Product: [F:21][C:2]([F:1])([F:20])[O:3][C:4]1[CH:5]=[CH:6][C:7]([C:10]2[CH:19]=[CH:18][C:13]([C:14]([OH:16])=[O:15])=[CH:12][N:11]=2)=[CH:8][CH:9]=1. The catalyst class is: 24. (2) Reactant: [Cl:1][C:2]1[CH:11]=[C:10]2[C:5]([C:6](=[O:47])[N:7]([CH2:39][C:40]3[CH:45]=[CH:44][CH:43]=[C:42]([CH3:46])[CH:41]=3)[C:8]([CH:12]([N:18]([C:30](=[O:38])[C:31]3[CH:36]=[CH:35][C:34]([CH3:37])=[CH:33][CH:32]=3)[CH2:19][CH2:20][CH2:21][NH:22]C(=O)OC(C)(C)C)[C:13]([N:15]([CH3:17])[CH3:16])=[O:14])=[N:9]2)=[CH:4][CH:3]=1.FC(F)(F)C(O)=O. Product: [NH2:22][CH2:21][CH2:20][CH2:19][N:18]([CH:12]([C:8]1[N:7]([CH2:39][C:40]2[CH:45]=[CH:44][CH:43]=[C:42]([CH3:46])[CH:41]=2)[C:6](=[O:47])[C:5]2[C:10](=[CH:11][C:2]([Cl:1])=[CH:3][CH:4]=2)[N:9]=1)[C:13]([N:15]([CH3:16])[CH3:17])=[O:14])[C:30](=[O:38])[C:31]1[CH:32]=[CH:33][C:34]([CH3:37])=[CH:35][CH:36]=1. The catalyst class is: 2. (3) Reactant: [CH3:1][O:2][C:3]1[CH:18]=[CH:17][CH:16]=[CH:15][C:4]=1[O:5][C:6]1[CH:11]=[CH:10][C:9]([N+:12]([O-])=O)=[CH:8][CH:7]=1. Product: [CH3:1][O:2][C:3]1[CH:18]=[CH:17][CH:16]=[CH:15][C:4]=1[O:5][C:6]1[CH:11]=[CH:10][C:9]([NH2:12])=[CH:8][CH:7]=1. The catalyst class is: 19. (4) Reactant: [C:1]([O:5][C:6]([N:8]1[CH2:13][CH2:12][CH2:11][C@@H:10]([C:14]([OH:16])=O)[CH2:9]1)=[O:7])([CH3:4])([CH3:3])[CH3:2].Cl.[CH3:18][NH:19][O:20][CH3:21].CCN=C=NCCCN(C)C.Cl.C(N(C(C)C)CC)(C)C. Product: [CH3:21][O:20][N:19]([CH3:18])[C:14]([C@@H:10]1[CH2:11][CH2:12][CH2:13][N:8]([C:6]([O:5][C:1]([CH3:2])([CH3:3])[CH3:4])=[O:7])[CH2:9]1)=[O:16]. The catalyst class is: 91. (5) Reactant: [C:1]([C:3]1[CH:4]=[C:5]([NH:10][C:11]2[C:12]3[CH:20]=[C:19](F)[N:18]=[CH:17][C:13]=3[N:14]=[CH:15][N:16]=2)[CH:6]=[CH:7][C:8]=1[F:9])#[CH:2].[CH3:22][O:23][C:24]1[CH:31]=[CH:30][C:27]([CH2:28][NH2:29])=[CH:26][CH:25]=1. Product: [C:1]([C:3]1[CH:4]=[C:5]([NH:10][C:11]2[C:12]3[CH:20]=[C:19]([NH:29][CH2:28][C:27]4[CH:30]=[CH:31][C:24]([O:23][CH3:22])=[CH:25][CH:26]=4)[N:18]=[CH:17][C:13]=3[N:14]=[CH:15][N:16]=2)[CH:6]=[CH:7][C:8]=1[F:9])#[CH:2]. The catalyst class is: 16. (6) Reactant: [CH2:1]([N:8]1[CH2:12][CH:11]([C:13]2[CH:18]=[CH:17][C:16]([Cl:19])=[C:15]([Cl:20])[CH:14]=2)[CH:10]([NH2:21])[CH2:9]1)[C:2]1[CH:7]=[CH:6][CH:5]=[CH:4][CH:3]=1.[C:22]([O-])([O-])=O.[K+].[K+].ClC(OCC)=O.B. Product: [CH2:1]([N:8]1[CH2:12][CH:11]([C:13]2[CH:18]=[CH:17][C:16]([Cl:19])=[C:15]([Cl:20])[CH:14]=2)[CH:10]([NH:21][CH3:22])[CH2:9]1)[C:2]1[CH:3]=[CH:4][CH:5]=[CH:6][CH:7]=1. The catalyst class is: 20.